Dataset: Full USPTO retrosynthesis dataset with 1.9M reactions from patents (1976-2016). Task: Predict the reactants needed to synthesize the given product. (1) Given the product [C:1]([O:5][C:6](=[O:26])[NH:7][CH2:8][CH2:9][CH:10]1[CH2:11][CH2:12][N:13]([C:16](=[O:25])[C:17]2[CH:22]=[CH:21][C:20]([O:23][CH2:28][C:29]3[CH:36]=[CH:35][C:32]([C:33]#[N:34])=[CH:31][CH:30]=3)=[CH:19][C:18]=2[O:24][CH2:28][C:29]2[CH:36]=[CH:35][C:32]([C:33]#[N:34])=[CH:31][CH:30]=2)[CH2:14][CH2:15]1)([CH3:4])([CH3:2])[CH3:3], predict the reactants needed to synthesize it. The reactants are: [C:1]([O:5][C:6](=[O:26])[NH:7][CH2:8][CH2:9][CH:10]1[CH2:15][CH2:14][N:13]([C:16](=[O:25])[C:17]2[CH:22]=[CH:21][C:20]([OH:23])=[CH:19][C:18]=2[OH:24])[CH2:12][CH2:11]1)([CH3:4])([CH3:3])[CH3:2].Br[CH2:28][C:29]1[CH:36]=[CH:35][C:32]([C:33]#[N:34])=[CH:31][CH:30]=1. (2) Given the product [N:32]1([C:23]2[CH:24]=[CH:25][C:26]([C:28]([F:30])([F:31])[F:29])=[CH:27][C:22]=2[NH:21][C:2](=[O:9])[C:3]2[CH:8]=[CH:7][N:6]=[CH:5][CH:4]=2)[CH2:33][CH2:34][CH2:35][CH2:36][CH2:37][CH2:38]1, predict the reactants needed to synthesize it. The reactants are: Cl.[C:2](Cl)(=[O:9])[C:3]1[CH:8]=[CH:7][N:6]=[CH:5][CH:4]=1.C(N(CC)CC)C.ClCCl.[NH2:21][C:22]1[CH:27]=[C:26]([C:28]([F:31])([F:30])[F:29])[CH:25]=[CH:24][C:23]=1[N:32]1[CH2:38][CH2:37][CH2:36][CH2:35][CH2:34][CH2:33]1. (3) Given the product [F:31][CH2:2][CH:3]1[CH2:11][C:10]2[C:5](=[CH:6][CH:7]=[C:8]([N:12]3[CH2:16][C@H:15]([CH2:17][NH:18][C:19](=[O:21])[CH3:20])[O:14][C:13]3=[O:22])[CH:9]=2)[N:4]1[CH:23]=[O:24], predict the reactants needed to synthesize it. The reactants are: O[CH2:2][CH:3]1[CH2:11][C:10]2[C:5](=[CH:6][CH:7]=[C:8]([N:12]3[CH2:16][C@H:15]([CH2:17][NH:18][C:19](=[O:21])[CH3:20])[O:14][C:13]3=[O:22])[CH:9]=2)[N:4]1[CH:23]=[O:24].C(N(S(F)(F)[F:31])CC)C.C([O-])(O)=O.[Na+]. (4) Given the product [CH3:19][N:9]1[C:8]2[CH:12]=[C:4]([N+:1]([O-:3])=[O:2])[CH:5]=[C:6]([NH:13][C:14](=[O:18])[O:15][CH2:16][CH3:17])[C:7]=2[N:11]=[CH:10]1, predict the reactants needed to synthesize it. The reactants are: [N+:1]([C:4]1[CH:5]=[C:6]([NH:13][C:14](=[O:18])[O:15][CH2:16][CH3:17])[C:7]2[N:11]=[CH:10][NH:9][C:8]=2[CH:12]=1)([O-:3])=[O:2].[C:19](=O)([O-])[O-].[K+].[K+].CI. (5) The reactants are: [F:1][C:2]1[CH:7]=[CH:6][C:5]([CH2:8][C:9]2[C:18]3[C:13](=[CH:14][CH:15]=[CH:16][CH:17]=3)[C:12](=[O:19])[NH:11][N:10]=2)=[CH:4][C:3]=1[N:20]1[C:24](=[O:25])[CH:23]([CH3:26])[N:22]([CH2:27][C:28]([OH:30])=[O:29])[C:21]1=[O:31].S(=O)(=O)(O)O.[CH3:37]O. Given the product [CH3:37][O:29][C:28](=[O:30])[CH2:27][N:22]1[CH:23]([CH3:26])[C:24](=[O:25])[N:20]([C:3]2[CH:4]=[C:5]([CH2:8][C:9]3[C:18]4[C:13](=[CH:14][CH:15]=[CH:16][CH:17]=4)[C:12](=[O:19])[NH:11][N:10]=3)[CH:6]=[CH:7][C:2]=2[F:1])[C:21]1=[O:31], predict the reactants needed to synthesize it. (6) Given the product [Cl:7][C:8]1[CH:16]=[C:15]([Cl:17])[C:14]([O:18][CH3:19])=[C:13]2[C:9]=1[CH2:10][CH2:11][CH:12]2[NH:20][C:21]1[CH:30]=[CH:29][C:28]2[C:23](=[CH:24][CH:25]=[C:26]([NH:31][C:5]([NH:4][CH:1]([CH3:3])[CH3:2])=[O:6])[CH:27]=2)[N:22]=1, predict the reactants needed to synthesize it. The reactants are: [CH:1]([N:4]=[C:5]=[O:6])([CH3:3])[CH3:2].[Cl:7][C:8]1[CH:16]=[C:15]([Cl:17])[C:14]([O:18][CH3:19])=[C:13]2[C:9]=1[CH2:10][CH2:11][CH:12]2[NH:20][C:21]1[CH:30]=[CH:29][C:28]2[C:23](=[CH:24][CH:25]=[C:26]([NH2:31])[CH:27]=2)[N:22]=1. (7) Given the product [CH:16]1([N:21]([CH:11]=[C:5]([C:4]([O:3][CH2:1][CH3:2])=[O:15])[C:6]([O:8][CH2:9][CH3:10])=[O:7])[C:22]2[CH:23]=[C:24]([F:30])[C:25]([F:29])=[C:26]([F:28])[CH:27]=2)[CH2:17][CH2:18][CH2:19][CH2:20]1, predict the reactants needed to synthesize it. The reactants are: [CH2:1]([O:3][C:4](=[O:15])[C:5](=[CH:11]OCC)[C:6]([O:8][CH2:9][CH3:10])=[O:7])[CH3:2].[CH:16]1([NH:21][C:22]2[CH:27]=[C:26]([F:28])[C:25]([F:29])=[C:24]([F:30])[CH:23]=2)[CH2:20][CH2:19][CH2:18][CH2:17]1. (8) Given the product [CH3:31][O:30][C:28](=[O:29])[CH:27]([N:8]1[CH2:7][CH2:6][C:5]2[C:10](=[CH:11][C:12]([O:13][CH3:14])=[C:3]([O:2][CH3:1])[CH:4]=2)[CH:9]1[CH2:15][C:16]1[CH:25]=[CH:24][C:23]2[C:18](=[CH:19][CH:20]=[CH:21][CH:22]=2)[CH:17]=1)[C:32]1[CH:33]=[CH:34][CH:35]=[CH:36][CH:37]=1, predict the reactants needed to synthesize it. The reactants are: [CH3:1][O:2][C:3]1[CH:4]=[C:5]2[C:10](=[CH:11][C:12]=1[O:13][CH3:14])[CH:9]([CH2:15][C:16]1[CH:25]=[CH:24][C:23]3[C:18](=[CH:19][CH:20]=[CH:21][CH:22]=3)[CH:17]=1)[NH:8][CH2:7][CH2:6]2.Br[CH:27]([C:32]1[CH:37]=[CH:36][CH:35]=[CH:34][CH:33]=1)[C:28]([O:30][CH3:31])=[O:29]. (9) Given the product [OH:8][CH2:7][CH:3]1[CH2:4][CH2:5][CH2:6][N:1]([C:12](=[O:13])[CH2:11][C:10](=[O:14])[CH3:9])[CH2:2]1, predict the reactants needed to synthesize it. The reactants are: [NH:1]1[CH2:6][CH2:5][CH2:4][CH:3]([CH2:7][OH:8])[CH2:2]1.[CH2:9]=[C:10]1[O:14][C:12](=[O:13])[CH2:11]1.